Dataset: Full USPTO retrosynthesis dataset with 1.9M reactions from patents (1976-2016). Task: Predict the reactants needed to synthesize the given product. Given the product [CH3:1][O:2][C:3](=[O:19])[C:4]1[CH:9]=[C:8]([S:10](=[O:16])(=[O:15])[NH:11][CH2:12][CH2:13][O:14][C:27]2[CH:28]=[CH:29][C:24]([C:20]([CH3:23])([CH3:22])[CH3:21])=[CH:25][CH:26]=2)[CH:7]=[CH:6][C:5]=1[CH2:17][CH3:18], predict the reactants needed to synthesize it. The reactants are: [CH3:1][O:2][C:3](=[O:19])[C:4]1[CH:9]=[C:8]([S:10](=[O:16])(=[O:15])[NH:11][CH2:12][CH2:13][OH:14])[CH:7]=[CH:6][C:5]=1[CH2:17][CH3:18].[C:20]([C:24]1[CH:29]=[CH:28][CH:27]=[CH:26][C:25]=1O)([CH3:23])([CH3:22])[CH3:21].C1(P(C2C=CC=CC=2)C2C=CC=CC=2)C=CC=CC=1.N(C(OCC)=O)=NC(OCC)=O.